This data is from Reaction yield outcomes from USPTO patents with 853,638 reactions. The task is: Predict the reaction yield, written as a fraction of the theoretical maximum amount of product (1.0 means a 100% yield; for example, 0.34 means a 34% yield). The reactants are [CH3:1][C:2]1([CH3:10])[O:7][C:6]([CH3:9])([CH3:8])[CH2:5][NH:4][CH2:3]1.[CH2:11]([O:18][CH2:19][CH:20]=O)[C:12]1[CH:17]=[CH:16][CH:15]=[CH:14][CH:13]=1.C(O[BH-](OC(=O)C)OC(=O)C)(=O)C.[Na+].[OH-].[Na+]. The catalyst is ClC(Cl)C. The product is [CH2:11]([O:18][CH2:19][CH2:20][N:4]1[CH2:5][C:6]([CH3:9])([CH3:8])[O:7][C:2]([CH3:10])([CH3:1])[CH2:3]1)[C:12]1[CH:17]=[CH:16][CH:15]=[CH:14][CH:13]=1. The yield is 0.630.